From a dataset of Forward reaction prediction with 1.9M reactions from USPTO patents (1976-2016). Predict the product of the given reaction. (1) Given the reactants CS[C:3]1[N:8]=[C:7]([C:9]2[CH:14]=[CH:13][C:12]([Cl:15])=[CH:11][C:10]=2[Cl:16])[C:6]([C:17]2[CH:22]=[CH:21][C:20]([Cl:23])=[CH:19][CH:18]=2)=[CH:5][N:4]=1.[F:24][C:25]1[CH:26]=[C:27]([CH:30]=[CH:31][C:32]=1[F:33])[CH2:28][OH:29], predict the reaction product. The product is: [F:24][C:25]1[CH:26]=[C:27]([CH:30]=[CH:31][C:32]=1[F:33])[CH2:28][O:29][C:3]1[N:8]=[C:7]([C:9]2[CH:14]=[CH:13][C:12]([Cl:15])=[CH:11][C:10]=2[Cl:16])[C:6]([C:17]2[CH:22]=[CH:21][C:20]([Cl:23])=[CH:19][CH:18]=2)=[CH:5][N:4]=1. (2) Given the reactants [CH3:1][O:2][C:3]1[CH:4]=[C:5]2[C:10](=[CH:11][CH:12]=1)[C:9](=[O:13])[N:8]([CH2:14][CH2:15][CH2:16][N:17]1C(=O)C3C(=CC=CC=3)C1=O)[C:7]([CH3:28])=[C:6]2[C:29]1[CH:34]=[CH:33][CH:32]=[CH:31][CH:30]=1.NN.[ClH:37], predict the reaction product. The product is: [Cl-:37].[CH3:1][O:2][C:3]1[CH:4]=[C:5]2[C:10](=[CH:11][CH:12]=1)[C:9](=[O:13])[N:8]([CH2:14][CH2:15][CH2:16][NH3+:17])[C:7]([CH3:28])=[C:6]2[C:29]1[CH:30]=[CH:31][CH:32]=[CH:33][CH:34]=1. (3) Given the reactants C[Si](C)(C)CCOC[N:7]1[C:11]2[CH:12]=[CH:13][CH:14]=[CH:15][C:10]=2[N:9]=[C:8]1[C:16]1[O:17][C:18]2[CH:24]=[C:23]([C:25]3[CH:26]=[C:27]([NH2:31])[CH:28]=[N:29][CH:30]=3)[CH:22]=[CH:21][C:19]=2[N:20]=1.N1C=CC=CC=1.[F:40][C:41]1[CH:46]=[CH:45][C:44]([S:47](Cl)(=[O:49])=[O:48])=[CH:43][CH:42]=1, predict the reaction product. The product is: [NH:7]1[C:11]2[CH:12]=[CH:13][CH:14]=[CH:15][C:10]=2[N:9]=[C:8]1[C:16]1[O:17][C:18]2[CH:24]=[C:23]([C:25]3[CH:26]=[C:27]([NH:31][S:47]([C:44]4[CH:45]=[CH:46][C:41]([F:40])=[CH:42][CH:43]=4)(=[O:49])=[O:48])[CH:28]=[N:29][CH:30]=3)[CH:22]=[CH:21][C:19]=2[N:20]=1.